Dataset: Peptide-MHC class II binding affinity with 134,281 pairs from IEDB. Task: Regression. Given a peptide amino acid sequence and an MHC pseudo amino acid sequence, predict their binding affinity value. This is MHC class II binding data. (1) The peptide sequence is VTLLMAEHDRQVLNN. The MHC is DRB1_0101 with pseudo-sequence DRB1_0101. The binding affinity (normalized) is 0.897. (2) The peptide sequence is PSPIGYLGLLSQRTR. The MHC is DRB3_0101 with pseudo-sequence DRB3_0101. The binding affinity (normalized) is 0.0801. (3) The peptide sequence is IISIVQMAPVSAMVR. The MHC is DRB1_0701 with pseudo-sequence DRB1_0701. The binding affinity (normalized) is 0.410. (4) The peptide sequence is SWLNLAAHHPLRMVL. The MHC is DRB4_0101 with pseudo-sequence DRB4_0103. The binding affinity (normalized) is 0.607. (5) The peptide sequence is NKHNRLYMEARPLEE. The MHC is DRB3_0101 with pseudo-sequence DRB3_0101. The binding affinity (normalized) is 0.271. (6) The binding affinity (normalized) is 0. The peptide sequence is CKYGSLKPNCGNKVV. The MHC is HLA-DQA10301-DQB10302 with pseudo-sequence HLA-DQA10301-DQB10302. (7) The peptide sequence is VILTDGPERVILAGP. The MHC is DRB1_0401 with pseudo-sequence DRB1_0401. The binding affinity (normalized) is 0.229. (8) The peptide sequence is RMFSSTLRAAVPWYA. The MHC is HLA-DQA10401-DQB10402 with pseudo-sequence HLA-DQA10401-DQB10402. The binding affinity (normalized) is 0.423. (9) The peptide sequence is KRWIKMSILNTAGSG. The MHC is HLA-DPA10301-DPB10402 with pseudo-sequence HLA-DPA10301-DPB10402. The binding affinity (normalized) is 0.588.